This data is from Reaction yield outcomes from USPTO patents with 853,638 reactions. The task is: Predict the reaction yield, written as a fraction of the theoretical maximum amount of product (1.0 means a 100% yield; for example, 0.34 means a 34% yield). (1) The reactants are [CH3:1][CH:2]([C:8](=[O:10])[CH3:9])[C:3]([O:5][CH2:6][CH3:7])=[O:4].F[B-](F)(F)F.[CH3:32][O:31][C:26]1[CH:27]=[CH:28][CH:29]=[CH:30][C:25]=1[I+][C:25]1[CH:30]=[CH:29][CH:28]=[CH:27][C:26]=1[O:31][CH3:32]. No catalyst specified. The product is [CH3:32][O:31][C:26]1[CH:25]=[CH:30][C:29]([C:2]([CH3:1])([C:8](=[O:10])[CH3:9])[C:3]([O:5][CH2:6][CH3:7])=[O:4])=[CH:28][CH:27]=1. The yield is 0.620. (2) The reactants are C[O:2][CH2:3][C@H:4]([CH3:39])[O:5][C:6]1[CH:7]=[C:8]([CH:25]=[C:26]([C:28]2[NH:29][C:30]([C:33]3[O:34][C@@H:35]([CH3:38])[CH2:36][N:37]=3)=[CH:31][CH:32]=2)[CH:27]=1)[O:9][C:10]1[CH:15]=[N:14][C:13]([C:16]([N:18]2[CH2:23][CH2:22][N:21]([CH3:24])[CH2:20][CH2:19]2)=[O:17])=[CH:12][N:11]=1.B(Br)(Br)Br.C(=O)([O-])O.[Na+]. The catalyst is C(Cl)Cl. The product is [CH3:38][C@@H:35]1[O:34][C:33]([C:30]2[NH:29][C:28]([C:26]3[CH:27]=[C:6]([CH:7]=[C:8]([O:9][C:10]4[CH:15]=[N:14][C:13]([C:16]([N:18]5[CH2:19][CH2:20][N:21]([CH3:24])[CH2:22][CH2:23]5)=[O:17])=[CH:12][N:11]=4)[CH:25]=3)[O:5][C@@H:4]([CH3:39])[CH2:3][OH:2])=[CH:32][CH:31]=2)=[N:37][CH2:36]1. The yield is 0.250. (3) The reactants are [F:1][C:2]1[CH:24]=[C:23]([F:25])[CH:22]=[CH:21][C:3]=1[O:4][C:5]1[CH:6]=[C:7]2[C:11](=[CH:12][C:13]=1[C:14](O)=[O:15])[N:10]([CH2:17][CH:18]([CH3:20])[CH3:19])[N:9]=[CH:8]2.C1C=CC2N(O)N=[N:32]C=2C=1.CCN=C=NCCCN(C)C.Cl.[CH3:48][O:49][C:50]1[CH:74]=[CH:73][C:53]([CH2:54][N:55]([CH:70]([CH3:72])[CH3:71])[CH2:56][CH2:57][C@H:58]([C:63]([O:65][C:66](C)(C)C)=[O:64])C(OC)=O)=[CH:52][CH:51]=1.C(N(CC)CC)C. The yield is 0.890. The catalyst is ClC(Cl)C.ClCCl. The product is [CH3:48][O:49][C:50]1[CH:51]=[CH:52][C:53]([CH2:54][N:55]([CH:70]([CH3:71])[CH3:72])[CH2:56][CH2:57][C@H:58]([NH:32][C:14]([C:13]2[CH:12]=[C:11]3[C:7]([CH:8]=[N:9][N:10]3[CH2:17][CH:18]([CH3:20])[CH3:19])=[CH:6][C:5]=2[O:4][C:3]2[CH:21]=[CH:22][C:23]([F:25])=[CH:24][C:2]=2[F:1])=[O:15])[C:63]([O:65][CH3:66])=[O:64])=[CH:73][CH:74]=1. (4) The product is [Br:1][C:2]1[CH:7]=[C:6]([F:8])[CH:5]=[CH:4][C:3]=1[CH:9]1[N:10]=[C:11]([C:22]2[N:26]=[CH:25][N:24]([CH3:27])[N:23]=2)[NH:12][C:13]([CH2:20][N:29]2[CH2:34][CH2:33][O:32][CH2:31][CH:30]2[C:35]([OH:37])=[O:36])=[C:14]1[C:15]([O:17][CH2:18][CH3:19])=[O:16]. No catalyst specified. The yield is 0.450. The reactants are [Br:1][C:2]1[CH:7]=[C:6]([F:8])[CH:5]=[CH:4][C:3]=1[CH:9]1[C:14]([C:15]([O:17][CH2:18][CH3:19])=[O:16])=[C:13]([CH2:20]Br)[NH:12][C:11]([C:22]2[N:26]=[CH:25][N:24]([CH3:27])[N:23]=2)=[N:10]1.Cl.[NH:29]1[CH2:34][CH2:33][O:32][CH2:31][CH:30]1[C:35]([OH:37])=[O:36]. (5) The reactants are [CH3:1][N:2]([CH2:13][C:14]1[N:18]([CH2:19][C:20]2[CH:27]=[CH:26][CH:25]=[CH:24][C:21]=2[C:22]#[N:23])[C:17]2[CH:28]=[CH:29][CH:30]=[CH:31][C:16]=2[N:15]=1)[CH:3]1[C:12]2[N:11]=[CH:10][CH:9]=[CH:8][C:7]=2[CH2:6][CH2:5][CH2:4]1.NCC1C=CC(CN2C3C=CC=CC=3N=C2CN(C)C2C3N=CC=CC=3CCC2)=CC=1. No catalyst specified. The product is [NH2:23][CH2:22][C:21]1[CH:24]=[CH:25][CH:26]=[CH:27][C:20]=1[CH2:19][N:18]1[C:17]2[CH:28]=[CH:29][CH:30]=[CH:31][C:16]=2[N:15]=[C:14]1[CH2:13][N:2]([CH3:1])[CH:3]1[C:12]2[N:11]=[CH:10][CH:9]=[CH:8][C:7]=2[CH2:6][CH2:5][CH2:4]1. The yield is 0.490.